Dataset: Forward reaction prediction with 1.9M reactions from USPTO patents (1976-2016). Task: Predict the product of the given reaction. (1) Given the reactants C([O:5][C:6](=[O:52])[C:7]([O:10]/[N:11]=[C:12](/[C:39]1[N:40]=[C:41]([NH:44]C(OC(C)(C)C)=O)[S:42][CH:43]=1)\[C:13]([NH:15][C@@H:16]1[C:19](=[O:20])[N:18]([S:21]([O-:24])(=[O:23])=[O:22])[C@@H:17]1[CH2:25][N:26]1[CH:30]=[C:29]([C:31]2[CH:36]=[CH:35][N+:34]([CH3:37])=[CH:33][C:32]=2[CH3:38])[N:28]=[N:27]1)=[O:14])([CH3:9])[CH3:8])(C)(C)C.C(O)(C(F)(F)F)=O, predict the reaction product. The product is: [NH2:44][C:41]1[S:42][CH:43]=[C:39](/[C:12](=[N:11]/[O:10][C:7]([C:6]([OH:52])=[O:5])([CH3:9])[CH3:8])/[C:13]([NH:15][C@@H:16]2[C:19](=[O:20])[N:18]([S:21]([O-:24])(=[O:22])=[O:23])[C@@H:17]2[CH2:25][N:26]2[CH:30]=[C:29]([C:31]3[CH:36]=[CH:35][N+:34]([CH3:37])=[CH:33][C:32]=3[CH3:38])[N:28]=[N:27]2)=[O:14])[N:40]=1. (2) Given the reactants [F:1][C:2]1[CH:30]=[CH:29][C:5]([NH:6][C:7]2[CH:19]=[C:18](/[CH:20]=[CH:21]/[C:22]3[CH:27]=[CH:26][CH:25]=[C:24]([CH3:28])[CH:23]=3)[CH:17]=[CH:16][C:8]=2[C:9]([O:11]C(C)(C)C)=[O:10])=[CH:4][CH:3]=1, predict the reaction product. The product is: [F:1][C:2]1[CH:3]=[CH:4][C:5]([NH:6][C:7]2[CH:19]=[C:18](/[CH:20]=[CH:21]/[C:22]3[CH:27]=[CH:26][CH:25]=[C:24]([CH3:28])[CH:23]=3)[CH:17]=[CH:16][C:8]=2[C:9]([OH:11])=[O:10])=[CH:29][CH:30]=1. (3) The product is: [CH:1]1([O:8][C:9]2[N:14]=[C:13]([C:15](=[O:17])[CH2:19][C:20]#[N:21])[CH:12]=[CH:11][CH:10]=2)[CH2:2][CH2:3][CH2:4][CH2:5][CH2:6][CH2:7]1. Given the reactants [CH:1]1([O:8][C:9]2[N:14]=[C:13]([C:15]([O:17]C)=O)[CH:12]=[CH:11][CH:10]=2)[CH2:7][CH2:6][CH2:5][CH2:4][CH2:3][CH2:2]1.[CH3:19][C:20]#[N:21], predict the reaction product. (4) The product is: [CH:16]1([N:14]2[CH:15]=[C:11]([CH2:9][OH:8])[C:12]([C:22]([F:24])([F:25])[F:23])=[N:13]2)[CH2:17][CH2:18][CH2:19][CH2:20][CH2:21]1. Given the reactants C1COCC1.C([O:8][C:9]([C:11]1[C:12]([C:22]([F:25])([F:24])[F:23])=[N:13][N:14]([CH:16]2[CH2:21][CH2:20][CH2:19][CH2:18][CH2:17]2)[CH:15]=1)=O)C.[H-].[Al+3].[Li+].[H-].[H-].[H-].[OH-].[Na+], predict the reaction product. (5) Given the reactants F[C:2]1[CH:9]=[CH:8][C:7]([C:10]2[CH2:11][C:12]([C:19]3[CH:24]=[C:23]([Cl:25])[C:22]([Cl:26])=[C:21]([Cl:27])[CH:20]=3)([C:15]([F:18])([F:17])[F:16])[CH2:13][N:14]=2)=[CH:6][C:3]=1[C:4]#[N:5].C(=O)(O)O.[K].[K].[NH:34]1[CH:38]=[N:37][CH:36]=[N:35]1, predict the reaction product. The product is: [N:34]1([C:2]2[CH:9]=[CH:8][C:7]([C:10]3[CH2:11][C:12]([C:19]4[CH:20]=[C:21]([Cl:27])[C:22]([Cl:26])=[C:23]([Cl:25])[CH:24]=4)([C:15]([F:18])([F:17])[F:16])[CH2:13][N:14]=3)=[CH:6][C:3]=2[C:4]#[N:5])[CH:38]=[N:37][CH:36]=[N:35]1. (6) Given the reactants [C:1]([O:5][C:6]([NH:8][CH2:9][CH2:10][C:11]([OH:13])=O)=[O:7])([CH3:4])([CH3:3])[CH3:2].[NH2:14][C:15]1[CH:20]=[CH:19][CH:18]=[CH:17][C:16]=1[OH:21].C1(N=C=NC2CCCCC2)CCCCC1, predict the reaction product. The product is: [C:1]([O:5][C:6](=[O:7])[NH:8][CH2:9][CH2:10][C:11](=[O:13])[NH:14][C:15]1[CH:20]=[CH:19][CH:18]=[CH:17][C:16]=1[OH:21])([CH3:2])([CH3:3])[CH3:4]. (7) Given the reactants C([O:8][C:9](=[O:31])[CH:10]([C:23]([CH2:27][CH2:28][CH2:29][NH2:30])([OH:26])[PH2:24]=[O:25])[CH2:11][CH2:12][C:13]([O:15]CC1C=CC=CC=1)=[O:14])C1C=CC=CC=1, predict the reaction product. The product is: [NH2:30][CH2:29][CH2:28][CH2:27][C:23]([OH:26])([PH2:24]=[O:25])[CH:10]([CH2:11][CH2:12][C:13]([OH:15])=[O:14])[C:9]([OH:31])=[O:8]. (8) The product is: [C@H:46]1([NH:56][C:1]([C@H:5]2[CH2:9][CH2:8][CH2:7][C@H:6]2[C:10]([OH:12])=[O:11])=[O:3])[C:55]2[C:50](=[CH:51][CH:52]=[CH:53][CH:54]=2)[CH2:49][CH2:48][CH2:47]1. Given the reactants [C:1]([C@H:5]1[CH2:9][CH2:8][CH2:7][C@H:6]1[C:10]([OH:12])=[O:11])([O:3]C)=O.CN(C(ON1N=NC2C=CC=NC1=2)=[N+](C)C)C.F[P-](F)(F)(F)(F)F.CCN(C(C)C)C(C)C.[C@H:46]1([NH2:56])[C:55]2[C:50](=[CH:51][CH:52]=[CH:53][CH:54]=2)[CH2:49][CH2:48][CH2:47]1, predict the reaction product. (9) Given the reactants N.[O-:2][N+:3]1[C:8]2[CH:9]=[CH:10][CH:11]=[CH:12][C:7]=2[N+:6]([O-:13])=[C:5]([CH2:14][CH2:15][CH2:16][N:17]([CH3:28])[CH2:18][CH2:19][CH2:20][NH:21]C(=O)C(F)(F)F)[N:4]=1, predict the reaction product. The product is: [O-:2][N+:3]1[C:8]2[CH:9]=[CH:10][CH:11]=[CH:12][C:7]=2[N+:6]([O-:13])=[C:5]([CH2:14][CH2:15][CH2:16][N:17]([CH3:28])[CH2:18][CH2:19][CH2:20][NH2:21])[N:4]=1. (10) Given the reactants [CH3:1][C:2]1[CH:3]=[CH:4][C:5](C2C=NN(C)C=2)=[C:6]([CH:10]=1)[C:7]([OH:9])=[O:8].[CH3:17][C:18]1[CH:23]=[CH:22][N:21]=[CH:20][C:19]=1B(O)O, predict the reaction product. The product is: [CH3:1][C:2]1[CH:3]=[CH:4][C:5]([C:19]2[CH:20]=[N:21][CH:22]=[CH:23][C:18]=2[CH3:17])=[C:6]([CH:10]=1)[C:7]([OH:9])=[O:8].